From a dataset of Forward reaction prediction with 1.9M reactions from USPTO patents (1976-2016). Predict the product of the given reaction. (1) Given the reactants [CH3:1][S:2][C:3]1[CH:8]=[CH:7][C:6]([CH2:9][C:10]2[C:11](=[O:19])[NH:12][NH:13][C:14]=2[C:15]([F:18])([F:17])[F:16])=[CH:5][CH:4]=1.[CH3:20][C:21]([O:23][CH2:24][C@H:25]1[O:30][C@H:29](Br)[C@H:28]([O:32][C:33]([CH3:35])=[O:34])[C@@H:27]([O:36][C:37]([CH3:39])=[O:38])[C@@H:26]1[O:40][C:41]([CH3:43])=[O:42])=[O:22].C(=O)([O-])[O-].[K+].[K+].O, predict the reaction product. The product is: [CH3:1][S:2][C:3]1[CH:8]=[CH:7][C:6]([CH2:9][C:10]2[C:11]([O:19][C@@H:29]3[O:30][C@H:25]([CH2:24][O:23][C:21](=[O:22])[CH3:20])[C@@H:26]([O:40][C:41](=[O:42])[CH3:43])[C@H:27]([O:36][C:37](=[O:38])[CH3:39])[C@H:28]3[O:32][C:33](=[O:34])[CH3:35])=[N:12][NH:13][C:14]=2[C:15]([F:18])([F:17])[F:16])=[CH:5][CH:4]=1. (2) Given the reactants Br[C:2]1[C:31]2=[N:32][C:28]3=[CH:29][N:30]2[C:5]([N:6]2[CH2:37][CH2:36]C(C)([O:10][CH2:11][CH2:12][CH2:13][CH2:14][C@H:15]([CH3:35])[O:16][C:17]4[CH:18]=[CH:19][C:20]([F:34])=[CH:21][C:22]=4[C:23]4[CH:33]=[C:27]3[CH:26]=[CH:25][CH:24]=4)[CH2:8][CH2:7]2)=[C:4]([C@H:39]([O:44][C:45]([CH3:48])([CH3:47])[CH3:46])[C:40]([O:42][CH3:43])=[O:41])[C:3]=1[CH3:49].[B-](F)(F)(F)[CH:51]=[CH2:52].[K+].CO[C:59]1C=CC=C(OC)[C:64]=1C1C=CC=CC=1P(C1CCCCC1)C1CCCCC1.C(=O)([O-])[O-].[Cs+].[Cs+], predict the reaction product. The product is: [C:45]([O:44][C@@H:39]([C:4]1[C:3]([CH3:49])=[C:2]([CH:59]=[CH2:64])[C:31]2=[N:32][C:28]3=[CH:29][N:30]2[C:5]=1[N:6]1[CH2:7][CH2:8][C:51]([CH3:52])([O:10][CH2:11][CH2:12][CH2:13][CH2:14][C@H:15]([CH3:35])[O:16][C:17]2[CH:18]=[CH:19][C:20]([F:34])=[CH:21][C:22]=2[C:23]2[CH:33]=[C:27]3[CH:26]=[CH:25][CH:24]=2)[CH2:36][CH2:37]1)[C:40]([O:42][CH3:43])=[O:41])([CH3:48])([CH3:46])[CH3:47]. (3) Given the reactants [CH3:1][C:2]1([CH3:19])[C:6]2[C:7]([O:11][C:12]3[CH:18]=[CH:17][C:15]([NH2:16])=[CH:14][CH:13]=3)=[CH:8][CH:9]=[CH:10][C:5]=2[O:4][CH2:3]1.[CH3:20][C:21]([O:24][C:25]([NH:27][C@@H:28]([C:30](O)=[O:31])[CH3:29])=[O:26])([CH3:23])[CH3:22].CN(C(ON1N=NC2C=CC=NC1=2)=[N+](C)C)C.F[P-](F)(F)(F)(F)F.CCN(C(C)C)C(C)C, predict the reaction product. The product is: [CH3:1][C:2]1([CH3:19])[C:6]2[C:7]([O:11][C:12]3[CH:18]=[CH:17][C:15]([NH:16][C:30](=[O:31])[C@H:28]([NH:27][C:25](=[O:26])[O:24][C:21]([CH3:22])([CH3:20])[CH3:23])[CH3:29])=[CH:14][CH:13]=3)=[CH:8][CH:9]=[CH:10][C:5]=2[O:4][CH2:3]1. (4) Given the reactants [C:1]1([C:7]2[N:8]=[C:9]([CH:12]=[O:13])[NH:10][CH:11]=2)[CH:6]=[CH:5][CH:4]=[CH:3][CH:2]=1.C(=O)([O-])[O-].[K+].[K+].[I-].[K+].[Br:22][CH2:23][CH2:24][CH2:25][CH2:26]Br, predict the reaction product. The product is: [Br:22][CH2:23][CH2:24][CH2:25][CH2:26][N:10]1[CH:11]=[C:7]([C:1]2[CH:2]=[CH:3][CH:4]=[CH:5][CH:6]=2)[N:8]=[C:9]1[CH:12]=[O:13]. (5) Given the reactants [OH:1][N:2]=[C:3]([C:5]1[CH:13]=[CH:12][C:8]2[NH:9]C=N[C:7]=2[CH:6]=1)[NH2:4].[NH:14]1[C:22]2C(=CC(C#N)=CC=2)C=N1, predict the reaction product. The product is: [OH:1][N:2]=[C:3]([C:5]1[CH:6]=[C:7]2[C:8](=[CH:12][CH:13]=1)[NH:9][N:14]=[CH:22]2)[NH2:4]. (6) The product is: [F:63][C:62]([F:65])([F:64])[C:60]([OH:66])=[O:61].[C:8]([C:10]1[S:11][C:12]([S:25][CH3:26])=[C:13]([S:15]([C:18]2[CH:19]=[C:20]([C:40]3[C:39]([CH3:43])=[CH:38][C:37]([CH2:36][O:35][CH2:34][C:33]([OH:53])=[O:32])=[CH:42][CH:41]=3)[CH:21]=[CH:22][CH:23]=2)(=[O:16])=[O:17])[CH:14]=1)(=[NH:9])[NH2:7]. Given the reactants C(OC(=O)[NH:7][C:8]([C:10]1[S:11][C:12]([S:25][CH3:26])=[C:13]([S:15]([C:18]2[CH:23]=[CH:22][CH:21]=[C:20](Br)[CH:19]=2)(=[O:17])=[O:16])[CH:14]=1)=[NH:9])(C)(C)C.C([O:32][C:33](=[O:53])[CH2:34][O:35][CH2:36][C:37]1[CH:42]=[CH:41][CH:40]=[C:39]([CH3:43])[C:38]=1B1OC(C)(C)C(C)(C)O1)(C)(C)C.C([O-])([O-])=O.[Na+].[Na+].[C:60]([OH:66])([C:62]([F:65])([F:64])[F:63])=[O:61].C(Cl)Cl, predict the reaction product. (7) Given the reactants P12(SP3(SP(SP(S3)(S1)=S)(=S)S2)=S)=[S:2].[Cl:15][C:16]1[N:20]([CH3:21])[N:19]=[C:18]([CH:22]([F:24])[F:23])[C:17]=1[C:25]([NH:27][C:28]1[C:37]2[CH2:36][CH2:35][C:34]([CH3:39])([CH3:38])[CH2:33][C:32]=2[CH:31]=[CH:30][CH:29]=1)=O, predict the reaction product. The product is: [Cl:15][C:16]1[N:20]([CH3:21])[N:19]=[C:18]([CH:22]([F:24])[F:23])[C:17]=1[C:25](=[S:2])[NH:27][C:28]1[C:37]2[CH2:36][CH2:35][C:34]([CH3:39])([CH3:38])[CH2:33][C:32]=2[CH:31]=[CH:30][CH:29]=1.